This data is from Forward reaction prediction with 1.9M reactions from USPTO patents (1976-2016). The task is: Predict the product of the given reaction. (1) Given the reactants [OH:1][C:2]1[CH:9]=[CH:8][C:7]([O:10][CH3:11])=[CH:6][C:3]=1[CH:4]=[O:5].Cl[CH2:13][C:14]1[CH:22]=[CH:21][CH:20]=[C:19]2[C:15]=1[CH:16]=[N:17][N:18]2[CH3:23].C([O-])([O-])=O.[K+].[K+], predict the reaction product. The product is: [CH3:11][O:10][C:7]1[CH:8]=[CH:9][C:2]([O:1][CH2:13][C:14]2[CH:22]=[CH:21][CH:20]=[C:19]3[C:15]=2[CH:16]=[N:17][N:18]3[CH3:23])=[C:3]([CH:6]=1)[CH:4]=[O:5]. (2) Given the reactants Br[C:2]1[C:3]([NH2:8])=[N:4][CH:5]=[CH:6][CH:7]=1.[C:9]([C:11]1[CH:16]=[CH:15][C:14]([CH:17]([CH3:19])[CH3:18])=[CH:13][CH:12]=1)#[CH:10].O, predict the reaction product. The product is: [CH3:19][CH:17]([C:14]1[CH:13]=[CH:12][C:11]([C:9]#[C:10][C:2]2[C:3]([NH2:8])=[N:4][CH:5]=[CH:6][CH:7]=2)=[CH:16][CH:15]=1)[CH3:18].